Task: Predict the reaction yield, written as a fraction of the theoretical maximum amount of product (1.0 means a 100% yield; for example, 0.34 means a 34% yield).. Dataset: Reaction yield outcomes from USPTO patents with 853,638 reactions (1) The reactants are [F:1][C:2]1[CH:7]=[CH:6][C:5]([F:8])=[CH:4][C:3]=1[S:9]([NH:12][C:13]1[C:14]([F:23])=[C:15]([CH:20]=[CH:21][CH:22]=1)[C:16]([O:18]C)=O)(=[O:11])=[O:10].[Li+].C[Si]([N-][Si](C)(C)C)(C)C.[Cl:34][C:35]1[N:40]=[C:39]([CH3:41])[CH:38]=[CH:37][N:36]=1. The catalyst is C1COCC1. The product is [Cl:34][C:35]1[N:40]=[C:39]([CH2:41][C:16]([C:15]2[C:14]([F:23])=[C:13]([NH:12][S:9]([C:3]3[CH:4]=[C:5]([F:8])[CH:6]=[CH:7][C:2]=3[F:1])(=[O:10])=[O:11])[CH:22]=[CH:21][CH:20]=2)=[O:18])[CH:38]=[CH:37][N:36]=1. The yield is 0.332. (2) The reactants are Br[C:2]1[CH:7]=[CH:6][C:5]([OH:8])=[C:4]([F:9])[CH:3]=1.[N:10]1[NH:11][N:12]=[CH:13][CH:14]=1.P([O-])([O-])([O-])=O.[K+].[K+].[K+].CNCCNC.Cl. The catalyst is CN(C=O)C.[Cu]I.O. The product is [F:9][C:4]1[CH:3]=[C:2]([N:10]2[CH:14]=[CH:13][N:12]=[N:11]2)[CH:7]=[CH:6][C:5]=1[OH:8]. The yield is 0.110. (3) The reactants are [H-].[Na+].[CH3:3][O:4][C:5]1[CH:6]=[CH:7][C:8]([CH2:17][CH2:18][CH2:19][CH:20]([C:26]([O:28][CH2:29][CH3:30])=[O:27])[C:21]([O:23][CH2:24][CH3:25])=[O:22])=[C:9]2[C:14]=1[N:13]([CH3:15])[C:12](=[O:16])[CH:11]=[CH:10]2.[H][H].[Cl:33]N1C(=O)CCC1=O.Cl. The catalyst is ClCCl.C1COCC1. The product is [Cl:33][C:20]([CH2:19][CH2:18][CH2:17][C:8]1[CH:7]=[CH:6][C:5]([O:4][CH3:3])=[C:14]2[C:9]=1[CH:10]=[CH:11][C:12](=[O:16])[N:13]2[CH3:15])([C:21]([O:23][CH2:24][CH3:25])=[O:22])[C:26]([O:28][CH2:29][CH3:30])=[O:27]. The yield is 1.00. (4) The reactants are [Cl:1][C:2]1[C:3]([O:10][CH2:11][CH2:12][CH3:13])=[C:4]([CH2:8][OH:9])[CH:5]=[CH:6][CH:7]=1. The catalyst is C1C=CC=CC=1.O=[Mn]=O. The product is [Cl:1][C:2]1[C:3]([O:10][CH2:11][CH2:12][CH3:13])=[C:4]([CH:5]=[CH:6][CH:7]=1)[CH:8]=[O:9]. The yield is 0.380. (5) The reactants are [F:1][C:2]1[C:3]([F:13])=[C:4]([F:12])[C:5]2[S:9][C:8]([NH2:10])=[N:7][C:6]=2[CH:11]=1.[Cl:14][C:15]1[CH:23]=[CH:22][C:18]([C:19](Cl)=[O:20])=[CH:17][CH:16]=1.Br[CH:25]([CH2:30][CH3:31])[C:26]([O:28]C)=[O:27].COC1C=CC2N=C(N)SC=2C=1.ClC1C=C(C=CC=1)C(Cl)=O.BrCC(OCC)=O. No catalyst specified. The product is [Cl:14][C:15]1[CH:23]=[CH:22][C:18]([C:19]([N:10]=[C:8]2[N:7]([CH:25]([CH2:30][CH3:31])[C:26]([OH:28])=[O:27])[C:6]3[CH:11]=[C:2]([F:1])[C:3]([F:13])=[C:4]([F:12])[C:5]=3[S:9]2)=[O:20])=[CH:17][CH:16]=1. The yield is 0.190. (6) The reactants are [NH2:1][C:2]([C@@H:4]1[CH2:8][CH2:7][C@H:6]([C:9]2[CH:14]=[CH:13][C:12]([O:15][CH2:16][C:17]3[CH:22]=[CH:21][CH:20]=[CH:19][CH:18]=3)=[CH:11][CH:10]=2)[N:5]1C(OC(C)(C)C)=O)=[O:3].C([Cl:33])(=O)C. The catalyst is C(OCC)(=O)C.CO. The product is [ClH:33].[C:17]1([CH2:16][O:15][C:12]2[CH:13]=[CH:14][C:9]([C@@H:6]3[NH:5][C@H:4]([C:2]([NH2:1])=[O:3])[CH2:8][CH2:7]3)=[CH:10][CH:11]=2)[CH:18]=[CH:19][CH:20]=[CH:21][CH:22]=1. The yield is 0.660. (7) The reactants are [NH:1]([C:3]1[N:8]=[CH:7][C:6]([C:9]2([C:12]([O:14]C)=[O:13])[CH2:11][CH2:10]2)=[CH:5][CH:4]=1)[NH2:2].[CH:16](=O)[CH3:17].C(O)(=O)C.C(O)(=O)C.C(O)(=O)C.IC1C=CC=CC=1. The catalyst is C(O)C. The product is [CH3:16][C:17]1[N:8]2[CH:7]=[C:6]([C:9]3([C:12]([OH:14])=[O:13])[CH2:11][CH2:10]3)[CH:5]=[CH:4][C:3]2=[N:1][N:2]=1. The yield is 0.300. (8) The reactants are [CH:1]1([CH:7]([NH:19][C:20]2[CH:25]=[CH:24][C:23]([C:26]([N:28]([CH3:36])[CH2:29][CH2:30][C:31]([O:33][CH2:34][CH3:35])=[O:32])=[O:27])=[CH:22][CH:21]=2)[C:8]2[O:9][C:10]3[CH:17]=[CH:16][C:15]([OH:18])=[CH:14][C:11]=3[C:12]=2[CH3:13])[CH2:6][CH2:5][CH2:4][CH2:3][CH2:2]1.[Cl:37][C:38]1[N:43]=[CH:42][C:41]([CH2:44]O)=[CH:40][CH:39]=1.C(P(CCCC)CCCC)CCC.N(C(N1CCCCC1)=O)=NC(N1CCCCC1)=O. The catalyst is O1CCCC1. The product is [Cl:37][C:38]1[N:43]=[CH:42][C:41]([CH2:44][O:18][C:15]2[CH:16]=[CH:17][C:10]3[O:9][C:8]([CH:7]([NH:19][C:20]4[CH:21]=[CH:22][C:23]([C:26]([N:28]([CH3:36])[CH2:29][CH2:30][C:31]([O:33][CH2:34][CH3:35])=[O:32])=[O:27])=[CH:24][CH:25]=4)[CH:1]4[CH2:6][CH2:5][CH2:4][CH2:3][CH2:2]4)=[C:12]([CH3:13])[C:11]=3[CH:14]=2)=[CH:40][CH:39]=1. The yield is 0.660. (9) The reactants are [CH3:1][O:2][C:3]1[CH:12]=[C:11]2[C:6]([N:7]=[CH:8][C:9](=[O:13])[NH:10]2)=[CH:5][CH:4]=1.[CH3:14][O:15][C:16](=[O:27])[C:17](=[CH2:26])[NH:18][C:19]([O:21][C:22]([CH3:25])([CH3:24])[CH3:23])=[O:20]. No catalyst specified. The product is [CH3:14][O:15][C:16](=[O:27])[CH:17]([NH:18][C:19]([O:21][C:22]([CH3:25])([CH3:24])[CH3:23])=[O:20])[CH2:26][N:10]1[C:11]2[C:6](=[CH:5][CH:4]=[C:3]([O:2][CH3:1])[CH:12]=2)[N:7]=[CH:8][C:9]1=[O:13]. The yield is 0.200.